This data is from Catalyst prediction with 721,799 reactions and 888 catalyst types from USPTO. The task is: Predict which catalyst facilitates the given reaction. Reactant: [NH2:1][CH:2]([C:6]1[CH:11]=[CH:10][C:9]([F:12])=[CH:8][C:7]=1[F:13])[C:3]([OH:5])=[O:4].CCN(CC)CC.[C:21]([O:25][C:26](O[C:26]([O:25][C:21]([CH3:24])([CH3:23])[CH3:22])=[O:27])=[O:27])([CH3:24])([CH3:23])[CH3:22]. Product: [CH3:22][C:21]([CH3:24])([O:25][C:26]([NH:1][CH:2]([C:6]1[CH:11]=[CH:10][C:9]([F:12])=[CH:8][C:7]=1[F:13])[C:3]([OH:5])=[O:4])=[O:27])[CH3:23]. The catalyst class is: 127.